From a dataset of Catalyst prediction with 721,799 reactions and 888 catalyst types from USPTO. Predict which catalyst facilitates the given reaction. Reactant: [F:1][C:2]1[C:3]([OH:13])=[C:4]([CH:8]=[CH:9][C:10]=1[O:11][CH3:12])[C:5]([OH:7])=[O:6].C1C(=O)N([Br:21])C(=O)C1. Product: [Br:21][C:9]1[C:10]([O:11][CH3:12])=[C:2]([F:1])[C:3]([OH:13])=[C:4]([CH:8]=1)[C:5]([OH:7])=[O:6]. The catalyst class is: 3.